Task: Predict the reaction yield, written as a fraction of the theoretical maximum amount of product (1.0 means a 100% yield; for example, 0.34 means a 34% yield).. Dataset: Reaction yield outcomes from USPTO patents with 853,638 reactions The reactants are F[P-](F)(F)(F)(F)F.N1(O[P+](N(C)C)(N(C)C)N(C)C)C2C=CC=CC=2N=N1.[CH3:28][N:29]1[C:33]([C:34]([OH:36])=O)=[CH:32][C:31]([CH3:37])=[N:30]1.C(N(C(C)C)CC)(C)C.[CH3:47][O:48][C:49]1[CH:50]=[C:51]([NH:59][C:60]2[N:61]=[CH:62][C:63]3[CH2:69][NH:68][CH2:67][CH2:66][C:64]=3[N:65]=2)[CH:52]=[C:53]([O:57][CH3:58])[C:54]=1[O:55][CH3:56]. The catalyst is CN(C=O)C.CCOC(C)=O. The product is [CH3:28][N:29]1[C:33]([C:34]([N:68]2[CH2:67][CH2:66][C:64]3[N:65]=[C:60]([NH:59][C:51]4[CH:50]=[C:49]([O:48][CH3:47])[C:54]([O:55][CH3:56])=[C:53]([O:57][CH3:58])[CH:52]=4)[N:61]=[CH:62][C:63]=3[CH2:69]2)=[O:36])=[CH:32][C:31]([CH3:37])=[N:30]1. The yield is 0.520.